Predict the reactants needed to synthesize the given product. From a dataset of Full USPTO retrosynthesis dataset with 1.9M reactions from patents (1976-2016). (1) The reactants are: [CH3:1][C:2]1[CH:9]=[CH:8][C:7]([N+:10]([O-])=O)=[CH:6][C:3]=1[C:4]#[N:5]. Given the product [NH2:10][C:7]1[CH:8]=[CH:9][C:2]([CH3:1])=[C:3]([CH:6]=1)[C:4]#[N:5], predict the reactants needed to synthesize it. (2) Given the product [CH2:1]([C:8]1[CH:9]=[C:10]2[C:15](=[CH:16][C:17]=1[Cl:18])[N:14]=[C:13]([N:19]1[CH:23]=[C:22]([C:24]([OH:26])=[O:25])[CH:21]=[N:20]1)[N:12]=[C:11]2[N:31]([CH3:32])[CH3:30])[C:2]1[CH:3]=[CH:4][CH:5]=[CH:6][CH:7]=1, predict the reactants needed to synthesize it. The reactants are: [CH2:1]([C:8]1[CH:9]=[C:10]2[C:15](=[CH:16][C:17]=1[Cl:18])[N:14]=[C:13]([N:19]1[CH:23]=[C:22]([C:24]([O:26]CC)=[O:25])[CH:21]=[N:20]1)[NH:12][C:11]2=O)[C:2]1[CH:7]=[CH:6][CH:5]=[CH:4][CH:3]=1.[CH3:30][NH:31][CH3:32]. (3) Given the product [C:1]([C:5]1[CH:9]=[CH:8][C-:7]([CH2:10][CH3:11])[C:6]=1[C:13]([CH3:14])([CH3:16])[CH3:15])([CH3:4])([CH3:3])[CH3:2].[CH2:17]([C-:20]1[CH:24]=[CH:23][CH:22]=[CH:21]1)[CH3:18].[Fe+2:25], predict the reactants needed to synthesize it. The reactants are: [C:1]([C:5]1[CH:9]=[CH:8][C-:7]([C:10](=O)[CH3:11])[C:6]=1[C:13]([CH3:16])([CH3:15])[CH3:14])([CH3:4])([CH3:3])[CH3:2].[C:17]([C-:20]1[CH:24]=[CH:23][CH:22]=[CH:21]1)(=O)[CH3:18].[Fe+2:25].[Al+3].[Cl-].[Cl-].[Cl-]. (4) Given the product [F:1][C:2]1[CH:7]=[CH:6][C:5]([CH:8]([C:12]2[CH:17]=[CH:16][C:15]([F:18])=[CH:14][CH:13]=2)[CH2:9][CH:10]=[O:19])=[CH:4][CH:3]=1, predict the reactants needed to synthesize it. The reactants are: [F:1][C:2]1[CH:7]=[CH:6][C:5]([CH:8]([C:12]2[CH:17]=[CH:16][C:15]([F:18])=[CH:14][CH:13]=2)[CH2:9][CH:10]=C)=[CH:4][CH:3]=1.[O:19]=[O+][O-].C1(P(C2C=CC=CC=2)C2C=CC=CC=2)C=CC=CC=1. (5) Given the product [CH3:39][O:40][C:41](=[O:49])[C:42]1[CH:47]=[CH:46][C:45]([NH:48][C:36](=[O:38])[CH2:35][CH2:34][C:26]2[CH:27]=[C:28]([O:32][CH3:33])[C:29]([O:30][CH3:31])=[C:24]([O:23][CH3:22])[CH:25]=2)=[CH:44][CH:43]=1, predict the reactants needed to synthesize it. The reactants are: N#N.CCN=C=NCCCN(C)C.Cl.CCN(CC)CC.[CH3:22][O:23][C:24]1[CH:25]=[C:26]([CH2:34][CH2:35][C:36]([OH:38])=O)[CH:27]=[C:28]([O:32][CH3:33])[C:29]=1[O:30][CH3:31].[CH3:39][O:40][C:41](=[O:49])[C:42]1[CH:47]=[CH:46][C:45]([NH2:48])=[CH:44][CH:43]=1. (6) Given the product [CH:16]1([C:8]2[C:7]([C:5]3[NH:1][C:2]([O:6][CH2:23][CH3:24])=[N:3][N:4]=3)=[CH:14][C:11]([C:12]#[N:13])=[C:10]([CH3:15])[CH:9]=2)[CH2:19][CH2:18][CH2:17]1, predict the reactants needed to synthesize it. The reactants are: [NH2:1][C:2]1[O:6][C:5]([C:7]2[C:8]([CH:16]3[CH2:19][CH2:18][CH2:17]3)=[CH:9][C:10]([CH3:15])=[C:11]([CH:14]=2)[C:12]#[N:13])=[N:4][N:3]=1.[OH-].[K+].Cl.[CH3:23][CH2:24]O. (7) The reactants are: Cl.Cl.NC[C@H](N1CCN(S(C(C)C)(=O)=O)CC1)C(OC)=O.Cl.CC1C=C(COC2C=CC(S(Cl)(=O)=O)=CC=2)C2C(=CC=CC=2)N=1.[CH3:46][C:47]1[CH:56]=[C:55]([CH2:57][O:58][C:59]2[CH:64]=[CH:63][C:62]([S:65]([NH:68][CH2:69][C@H:70]([N:75]3[CH2:80][CH2:79][N:78]([S:81]([CH:84]([CH3:86])[CH3:85])(=[O:83])=[O:82])[CH2:77][CH2:76]3)[C:71]([O:73][CH3:74])=[O:72])(=[O:67])=[O:66])=[CH:61][CH:60]=2)[C:54]2[C:49](=[CH:50][CH:51]=[CH:52][CH:53]=2)[N:48]=1. Given the product [CH3:46][C:47]1[CH:56]=[C:55]([CH2:57][O:58][C:59]2[CH:64]=[CH:63][C:62]([S:65]([NH:68][CH2:69][C@H:70]([N:75]3[CH2:80][CH2:79][N:78]([S:81]([C:84]([CH3:86])=[CH2:85])(=[O:82])=[O:83])[CH2:77][CH2:76]3)[C:71]([O:73][CH3:74])=[O:72])(=[O:67])=[O:66])=[CH:61][CH:60]=2)[C:54]2[C:49](=[CH:50][CH:51]=[CH:52][CH:53]=2)[N:48]=1, predict the reactants needed to synthesize it. (8) Given the product [Cl:31][C:32]1[CH:51]=[CH:50][C:49]([C:52]2[C:53]([C:5]#[N:6])=[N:54][CH:55]=[C:56]([CH3:58])[CH:57]=2)=[CH:48][C:33]=1[C:34]([NH:36][CH2:37][C:38]12[CH2:45][CH:44]3[CH2:46][CH:40]([CH2:41][CH:42]([CH2:43]3)[CH2:47]1)[CH2:39]2)=[O:35], predict the reactants needed to synthesize it. The reactants are: ClC1C(C(NCC23CC4CC(CC(C4)C2)C3)=O)=C[C:5](C2C=CC=CC=2C(O)=O)=[N:6]C=1.[Cl:31][C:32]1[CH:51]=[CH:50][C:49]([C:52]2[C:53](Cl)=[N:54][CH:55]=[C:56]([CH3:58])[CH:57]=2)=[CH:48][C:33]=1[C:34]([NH:36][CH2:37][C:38]12[CH2:47][CH:42]3[CH2:43][CH:44]([CH2:46][CH:40]([CH2:41]3)[CH2:39]1)[CH2:45]2)=[O:35].